From a dataset of Forward reaction prediction with 1.9M reactions from USPTO patents (1976-2016). Predict the product of the given reaction. (1) Given the reactants [NH2:1][C:2]1[CH:3]=[C:4]([C:8]2[C:18]([C:19]3[CH:24]=[CH:23][N:22]=[CH:21][N:20]=3)=[C:11]3[CH:12]=[C:13]([CH2:16][OH:17])[CH:14]=[CH:15][N:10]3[N:9]=2)[CH:5]=[CH:6][CH:7]=1.[C:25](Cl)(=[O:32])[C:26]1[CH:31]=[CH:30][CH:29]=[CH:28][CH:27]=1, predict the reaction product. The product is: [OH:17][CH2:16][C:13]1[CH:14]=[CH:15][N:10]2[N:9]=[C:8]([C:4]3[CH:3]=[C:2]([NH:1][C:25](=[O:32])[C:26]4[CH:31]=[CH:30][CH:29]=[CH:28][CH:27]=4)[CH:7]=[CH:6][CH:5]=3)[C:18]([C:19]3[CH:24]=[CH:23][N:22]=[CH:21][N:20]=3)=[C:11]2[CH:12]=1. (2) Given the reactants [CH2:1]([O:8][C:9]1[CH:14]=[CH:13][C:12]([CH3:15])=[CH:11][C:10]=1[C:16]1[C:17]([CH2:27]CCC2C=CC=CC=2)=C(C)[CH:19]=[CH:20][C:21]=1S([O-])(=O)=O)[C:2]1[CH:7]=[CH:6][CH:5]=[CH:4][CH:3]=1.Cl.[CH:37]12[CH2:42][CH:41]1[CH2:40][NH:39][CH2:38]2.[C:43](=O)([O-])[O-].[K+].[K+].[I-].[K+].[C:51](#N)[CH3:52], predict the reaction product. The product is: [CH:37]12[CH2:42][CH:41]1[CH2:40][N:39]([CH2:27][CH2:17][CH:16]([C:10]1[CH:11]=[C:12]([CH3:15])[CH:13]=[CH:14][C:9]=1[O:8][CH2:1][C:2]1[CH:3]=[CH:4][CH:5]=[CH:6][CH:7]=1)[C:21]1[CH:20]=[CH:19][CH:52]=[CH:51][CH:43]=1)[CH2:38]2.